This data is from NCI-60 drug combinations with 297,098 pairs across 59 cell lines. The task is: Regression. Given two drug SMILES strings and cell line genomic features, predict the synergy score measuring deviation from expected non-interaction effect. (1) Drug 1: CC1=C2C(C(=O)C3(C(CC4C(C3C(C(C2(C)C)(CC1OC(=O)C(C(C5=CC=CC=C5)NC(=O)OC(C)(C)C)O)O)OC(=O)C6=CC=CC=C6)(CO4)OC(=O)C)OC)C)OC. Drug 2: C1=CC=C(C(=C1)C(C2=CC=C(C=C2)Cl)C(Cl)Cl)Cl. Cell line: NCI-H460. Synergy scores: CSS=55.8, Synergy_ZIP=7.74, Synergy_Bliss=7.72, Synergy_Loewe=-35.0, Synergy_HSA=7.73. (2) Synergy scores: CSS=27.8, Synergy_ZIP=-8.33, Synergy_Bliss=-4.36, Synergy_Loewe=-3.84, Synergy_HSA=-4.23. Drug 2: C#CCC(CC1=CN=C2C(=N1)C(=NC(=N2)N)N)C3=CC=C(C=C3)C(=O)NC(CCC(=O)O)C(=O)O. Drug 1: COC1=C(C=C2C(=C1)N=CN=C2NC3=CC(=C(C=C3)F)Cl)OCCCN4CCOCC4. Cell line: OVCAR-8. (3) Drug 1: C1C(C(OC1N2C=NC3=C(N=C(N=C32)Cl)N)CO)O. Drug 2: CC(C)CN1C=NC2=C1C3=CC=CC=C3N=C2N. Cell line: EKVX. Synergy scores: CSS=-3.02, Synergy_ZIP=2.06, Synergy_Bliss=-0.733, Synergy_Loewe=-3.52, Synergy_HSA=-3.27. (4) Drug 1: C1=CN(C(=O)N=C1N)C2C(C(C(O2)CO)O)O.Cl. Drug 2: CC1=C(C(=O)C2=C(C1=O)N3CC4C(C3(C2COC(=O)N)OC)N4)N. Cell line: NCI/ADR-RES. Synergy scores: CSS=51.7, Synergy_ZIP=-2.60, Synergy_Bliss=-1.45, Synergy_Loewe=-5.52, Synergy_HSA=2.19. (5) Drug 1: CC1=C(C(=O)C2=C(C1=O)N3CC4C(C3(C2COC(=O)N)OC)N4)N. Drug 2: CC1C(C(CC(O1)OC2CC(CC3=C2C(=C4C(=C3O)C(=O)C5=C(C4=O)C(=CC=C5)OC)O)(C(=O)CO)O)N)O.Cl. Cell line: SNB-75. Synergy scores: CSS=53.5, Synergy_ZIP=-5.54, Synergy_Bliss=-3.31, Synergy_Loewe=0.410, Synergy_HSA=1.85. (6) Drug 1: CC12CCC3C(C1CCC2=O)CC(=C)C4=CC(=O)C=CC34C. Drug 2: C1CCC(CC1)NC(=O)N(CCCl)N=O. Cell line: OVCAR-4. Synergy scores: CSS=58.5, Synergy_ZIP=4.34, Synergy_Bliss=7.24, Synergy_Loewe=-7.22, Synergy_HSA=7.55.